Dataset: Serine/threonine kinase 33 screen with 319,792 compounds. Task: Binary Classification. Given a drug SMILES string, predict its activity (active/inactive) in a high-throughput screening assay against a specified biological target. (1) The drug is Clc1n(nc(c1C(=O)Nc1ccc(N2CCOCC2)cc1)C)c1ccccc1. The result is 0 (inactive). (2) The molecule is Clc1c(NC(=O)COC(=O)COc2ccccc2)ncc(Cl)c1. The result is 0 (inactive). (3) The compound is O1c2c(OC1)ccc(c2)/C=C\C(=O)NNc1n(c(=O)n(c(=O)c1)C)C. The result is 0 (inactive). (4) The molecule is Clc1ccc(N2CCN(C(=O)C3CN(S(=O)(=O)c4c([nH]nc4C)C)CCC3)CC2)cc1. The result is 0 (inactive). (5) The drug is o1c(C2n3[nH]c(nc3=NC(C2)c2ccc(cc2)C)N)ccc1. The result is 0 (inactive). (6) The drug is Clc1sc(C(=O)N(CCCN(C)C)c2sc3c(n2)cc2OCOc2c3)cc1. The result is 0 (inactive). (7) The compound is o1nc(nc1CCN1C(=O)c2c(C1=O)cccc2)c1cccnc1. The result is 0 (inactive).